Dataset: Catalyst prediction with 721,799 reactions and 888 catalyst types from USPTO. Task: Predict which catalyst facilitates the given reaction. (1) Reactant: COC1C=CC(B2OC(C)(C)C(C)(C)O2)=CC=1[CH2:18][S:19](N)(=[O:21])=[O:20].[F:23][C:24]1[CH:25]=[C:26]([CH:64]=[CH:65][CH:66]=1)[CH2:27][N:28]1[CH:32]=[C:31]([C:33]2[C:41]3[C:36](=[N:37][CH:38]=[C:39]([C:42]4[CH:43]=[N:44][C:45]([N:48]5[CH2:53][CH2:52][NH:51][CH2:50][CH2:49]5)=[CH:46][CH:47]=4)[CH:40]=3)[N:35]([S:54]([C:57]3[CH:63]=[CH:62][C:60]([CH3:61])=[CH:59][CH:58]=3)(=[O:56])=[O:55])[CH:34]=2)[CH:30]=[N:29]1.FC1C=C(C=CC=1)CN1C=C(C2C3C(=NC=C(C4C=NC(N5CCN(C)CC5)=CC=4)C=3)NC=2)C=N1.CS(Cl)(=O)=O.C(N(CC)CC)C. Product: [F:23][C:24]1[CH:25]=[C:26]([CH:64]=[CH:65][CH:66]=1)[CH2:27][N:28]1[CH:32]=[C:31]([C:33]2[C:41]3[C:36](=[N:37][CH:38]=[C:39]([C:42]4[CH:43]=[N:44][C:45]([N:48]5[CH2:53][CH2:52][N:51]([S:19]([CH3:18])(=[O:21])=[O:20])[CH2:50][CH2:49]5)=[CH:46][CH:47]=4)[CH:40]=3)[N:35]([S:54]([C:57]3[CH:63]=[CH:62][C:60]([CH3:61])=[CH:59][CH:58]=3)(=[O:56])=[O:55])[CH:34]=2)[CH:30]=[N:29]1. The catalyst class is: 2. (2) Reactant: N[C:2]1[C:11]2[N:12]=[C:13]([CH2:25][O:26][CH2:27][CH3:28])[N:14]([CH2:15][CH2:16][NH:17][C:18](=[O:24])[O:19][C:20]([CH3:23])([CH3:22])[CH3:21])[C:10]=2[C:9]2[CH:8]=[CH:7][C:6](Br)=[CH:5][C:4]=2[N:3]=1.[N:30]1[CH:35]=[CH:34][CH:33]=[C:32](B(O)O)[CH:31]=1. Product: [CH2:27]([O:26][CH2:25][C:13]1[N:14]([CH2:15][CH2:16][NH:17][C:18](=[O:24])[O:19][C:20]([CH3:21])([CH3:23])[CH3:22])[C:10]2[C:9]3[CH:8]=[CH:7][C:6]([C:32]4[CH:31]=[N:30][CH:35]=[CH:34][CH:33]=4)=[CH:5][C:4]=3[N:3]=[CH:2][C:11]=2[N:12]=1)[CH3:28]. The catalyst class is: 164. (3) Reactant: C(O)(C(F)(F)F)=O.C(OC(=O)[NH:14][C@@H:15]([CH2:25][C:26]1[CH:31]=[CH:30][C:29]([O:32][CH2:33][CH2:34][CH2:35][CH:36]2[CH2:41][CH2:40][N:39]([C:42]3[O:46][N:45]=[C:44]([CH:47]([CH3:49])[CH3:48])[N:43]=3)[CH2:38][CH2:37]2)=[CH:28][C:27]=1[F:50])[C:16]([N:18]1[CH2:22][CH2:21][CH2:20][C@H:19]1[C:23]#[N:24])=[O:17])(C)(C)C.C([O-])([O-])=O.[Na+].[Na+].[OH-].[Na+]. Product: [NH2:14][C@@H:15]([CH2:25][C:26]1[CH:31]=[CH:30][C:29]([O:32][CH2:33][CH2:34][CH2:35][CH:36]2[CH2:37][CH2:38][N:39]([C:42]3[O:46][N:45]=[C:44]([CH:47]([CH3:48])[CH3:49])[N:43]=3)[CH2:40][CH2:41]2)=[CH:28][C:27]=1[F:50])[C:16]([N:18]1[CH2:22][CH2:21][CH2:20][C@H:19]1[C:23]#[N:24])=[O:17]. The catalyst class is: 2. (4) Reactant: [Cl:1][C:2]1[CH:3]=[CH:4][C:5]2[N:6]([CH:8]=[C:9]([C:11]([OH:13])=O)[N:10]=2)[N:7]=1.[C:14]([C:18]1[N:23]=[C:22]([N:24]2[CH2:29][CH2:28][N:27]([CH2:30][CH2:31][CH2:32][CH2:33][NH2:34])[CH2:26][CH2:25]2)[CH:21]=[C:20]([C:35]([F:38])([F:37])[F:36])[N:19]=1)([CH3:17])([CH3:16])[CH3:15]. The catalyst class is: 147. Product: [C:14]([C:18]1[N:23]=[C:22]([N:24]2[CH2:29][CH2:28][N:27]([CH2:30][CH2:31][CH2:32][CH2:33][NH:34][C:11]([C:9]3[N:10]=[C:5]4[CH:4]=[CH:3][C:2]([Cl:1])=[N:7][N:6]4[CH:8]=3)=[O:13])[CH2:26][CH2:25]2)[CH:21]=[C:20]([C:35]([F:37])([F:38])[F:36])[N:19]=1)([CH3:17])([CH3:15])[CH3:16]. (5) Reactant: [Cl:1][C:2]1[CH:3]=[CH:4][C:5]2[S:9][C:8](=[O:10])[N:7]([CH2:11][CH2:12][C:13]([OH:15])=O)[C:6]=2[CH:16]=1.C(Cl)(=O)C(Cl)=O.[Cl-].[Al+3].[Cl-].[Cl-].O. Product: [Cl:1][C:2]1[CH:3]=[CH:4][C:5]2[S:9][C:8](=[O:10])[N:7]3[C:6]=2[C:16]=1[C:13](=[O:15])[CH2:12][CH2:11]3. The catalyst class is: 139. (6) Reactant: [CH2:1]([C@H:8]([NH:28][C:29]([C@@H:31]([NH:36][C:37](=[O:40])[O:38][CH3:39])[C@@H:32]([CH3:35])[CH2:33][CH3:34])=[O:30])[C@@H:9]([OH:27])[CH2:10][C@@H:11]([NH:19]C(OC(C)(C)C)=O)[CH2:12][C:13]1[CH:18]=[CH:17][CH:16]=[CH:15][CH:14]=1)[C:2]1[CH:7]=[CH:6][CH:5]=[CH:4][CH:3]=1.Cl. Product: [NH2:19][C@@H:11]([CH2:12][C:13]1[CH:14]=[CH:15][CH:16]=[CH:17][CH:18]=1)[CH2:10][C@H:9]([OH:27])[C@@H:8]([NH:28][C:29]([C@@H:31]([NH:36][C:37](=[O:40])[O:38][CH3:39])[C@@H:32]([CH3:35])[CH2:33][CH3:34])=[O:30])[CH2:1][C:2]1[CH:7]=[CH:6][CH:5]=[CH:4][CH:3]=1. The catalyst class is: 1. (7) Reactant: [Cl:1][C:2]1[C:3](=[O:32])[N:4]([CH2:20][CH2:21][C:22]2[CH:31]=[CH:30][C:25]([C:26]([O:28][CH3:29])=[O:27])=[CH:24][CH:23]=2)[C:5](/[CH:9]=[CH:10]/[C:11]2[CH:16]=[CH:15][CH:14]=[CH:13][C:12]=2[O:17][CH2:18][CH3:19])=[C:6]([Cl:8])[CH:7]=1. Product: [Cl:1][C:2]1[C:3](=[O:32])[N:4]([CH2:20][CH2:21][C:22]2[CH:31]=[CH:30][C:25]([C:26]([O:28][CH3:29])=[O:27])=[CH:24][CH:23]=2)[C:5]([CH2:9][CH2:10][C:11]2[CH:16]=[CH:15][CH:14]=[CH:13][C:12]=2[O:17][CH2:18][CH3:19])=[C:6]([Cl:8])[CH:7]=1. The catalyst class is: 586. (8) Reactant: [N+:1]([O-:4])(O)=[O:2].[Br:5][C:6]1[CH:7]=[C:8]([CH:11]=[CH:12][CH:13]=1)[CH:9]=[O:10]. Product: [Br:5][C:6]1[CH:13]=[CH:12][C:11]([N+:1]([O-:4])=[O:2])=[C:8]([CH:7]=1)[CH:9]=[O:10]. The catalyst class is: 65. (9) Reactant: FC1C(O[C:9]([C:11]2[N:12]([CH3:33])[C:13]3[C:21]([C:22]=2[Br:23])=[C:20]2[C:16]([C:17](=[O:25])[NH:18][C:19]2=[O:24])=[C:15]([C:26]2[CH:31]=[CH:30][CH:29]=[CH:28][C:27]=2[Cl:32])[CH:14]=3)=[O:10])=C(F)C(F)=C(F)C=1F.C(N(CC)CC)C.[N:45]1([CH2:50][CH2:51][CH2:52][NH2:53])[CH2:49][CH2:48][CH2:47][CH2:46]1.C(OCC)(=O)C. Product: [N:45]1([CH2:50][CH2:51][CH2:52][NH:53][C:9]([C:11]2[N:12]([CH3:33])[C:13]3[C:21]([C:22]=2[Br:23])=[C:20]2[C:16]([C:17](=[O:25])[NH:18][C:19]2=[O:24])=[C:15]([C:26]2[CH:31]=[CH:30][CH:29]=[CH:28][C:27]=2[Cl:32])[CH:14]=3)=[O:10])[CH2:49][CH2:48][CH2:47][CH2:46]1. The catalyst class is: 1.